From a dataset of Reaction yield outcomes from USPTO patents with 853,638 reactions. Predict the reaction yield, written as a fraction of the theoretical maximum amount of product (1.0 means a 100% yield; for example, 0.34 means a 34% yield). (1) The reactants are [C:1]12([C:11]3[CH:21]=[CH:20][C:14]([O:15][CH2:16][C:17]([OH:19])=O)=[CH:13][CH:12]=3)[CH2:10][CH:5]3[CH2:6][CH:7]([CH2:9][CH:3]([CH2:4]3)[CH2:2]1)[CH2:8]2.[F:22][C:23]([F:34])([F:33])[C:24]1[N:28]2[CH2:29][CH2:30][NH:31][CH2:32][C:27]2=[N:26][N:25]=1. No catalyst specified. The product is [C:1]12([C:11]3[CH:12]=[CH:13][C:14]([O:15][CH2:16][C:17]([N:31]4[CH2:30][CH2:29][N:28]5[C:24]([C:23]([F:34])([F:22])[F:33])=[N:25][N:26]=[C:27]5[CH2:32]4)=[O:19])=[CH:20][CH:21]=3)[CH2:2][CH:3]3[CH2:4][CH:5]([CH2:6][CH:7]([CH2:9]3)[CH2:8]1)[CH2:10]2. The yield is 0.781. (2) The reactants are [CH3:1][O:2][C:3]([C:5]1[C:6]2[CH2:7][C:8]([CH3:24])([CH3:23])[CH:9]([C:16]3[CH:21]=[CH:20][CH:19]=[C:18](Br)[CH:17]=3)[NH:10][C:11]=2[C:12]([Cl:15])=[CH:13][CH:14]=1)=[O:4].[NH:25]1[CH2:30][CH2:29][O:28][CH2:27][CH2:26]1.Cl.CN(C)CC(O)=O.C(=O)([O-])[O-].[K+].[K+]. The catalyst is CS(C)=O.[Cu]I. The product is [CH3:1][O:2][C:3]([C:5]1[C:6]2[CH2:7][C:8]([CH3:24])([CH3:23])[CH:9]([C:16]3[CH:21]=[CH:20][CH:19]=[C:18]([N:25]4[CH2:30][CH2:29][O:28][CH2:27][CH2:26]4)[CH:17]=3)[NH:10][C:11]=2[C:12]([Cl:15])=[CH:13][CH:14]=1)=[O:4]. The yield is 0.800.